The task is: Predict the reaction yield, written as a fraction of the theoretical maximum amount of product (1.0 means a 100% yield; for example, 0.34 means a 34% yield).. This data is from Reaction yield outcomes from USPTO patents with 853,638 reactions. The reactants are [C:1]([C:3]1[CH:4]=[C:5]2[C:9](=[CH:10][CH:11]=1)[NH:8][C:7](=[O:12])[CH2:6]2)#[N:2].[H-].[Na+].[CH2:15]([O:17][C:18](=[O:26])[C:19]1[CH:24]=[CH:23][C:22](Cl)=[N:21][CH:20]=1)[CH3:16].[NH4+].[Cl-]. The catalyst is CN(C)C=O.O. The product is [OH:12][C:7]1[NH:8][C:9]2[C:5]([C:6]=1[C:22]1[CH:23]=[CH:24][C:19]([C:18]([O:17][CH2:15][CH3:16])=[O:26])=[CH:20][N:21]=1)=[CH:4][C:3]([C:1]#[N:2])=[CH:11][CH:10]=2. The yield is 0.340.